This data is from NCI-60 drug combinations with 297,098 pairs across 59 cell lines. The task is: Regression. Given two drug SMILES strings and cell line genomic features, predict the synergy score measuring deviation from expected non-interaction effect. Drug 1: CC12CCC3C(C1CCC2=O)CC(=C)C4=CC(=O)C=CC34C. Drug 2: CC1C(C(CC(O1)OC2CC(CC3=C2C(=C4C(=C3O)C(=O)C5=C(C4=O)C(=CC=C5)OC)O)(C(=O)C)O)N)O.Cl. Cell line: SNB-75. Synergy scores: CSS=47.0, Synergy_ZIP=13.7, Synergy_Bliss=15.7, Synergy_Loewe=6.86, Synergy_HSA=16.8.